Dataset: Catalyst prediction with 721,799 reactions and 888 catalyst types from USPTO. Task: Predict which catalyst facilitates the given reaction. (1) Reactant: [C:1]([C:5]1[C:13]2[C:8](=[CH:9][CH:10]=[C:11]([N+:14]([O-])=O)[CH:12]=2)[NH:7][CH:6]=1)([CH3:4])([CH3:3])[CH3:2]. Product: [C:1]([C:5]1[C:13]2[C:8](=[CH:9][CH:10]=[C:11]([NH2:14])[CH:12]=2)[NH:7][CH:6]=1)([CH3:4])([CH3:2])[CH3:3]. The catalyst class is: 94. (2) Reactant: [NH2:1][C:2]1[C:7]([N+:8]([O-])=O)=[CH:6][CH:5]=[CH:4][C:3]=1[OH:11].[N+](C1C=C(S(O[CH2:25][C@H:26]2[O:28][CH2:27]2)(=O)=O)C=CC=1)([O-])=O.[C:29](=O)([O-])[O-:30].[K+].[K+]. Product: [O:28]1[CH2:27][C@H:26]1[CH2:25][O:11][C:3]1[C:2]2[NH:1][C:29](=[O:30])[NH:8][C:7]=2[CH:6]=[CH:5][CH:4]=1. The catalyst class is: 131.